From a dataset of TCR-epitope binding with 47,182 pairs between 192 epitopes and 23,139 TCRs. Binary Classification. Given a T-cell receptor sequence (or CDR3 region) and an epitope sequence, predict whether binding occurs between them. The epitope is GTSGSPIVNR. The TCR CDR3 sequence is CASSYLLAGPYNEQFF. Result: 0 (the TCR does not bind to the epitope).